This data is from Forward reaction prediction with 1.9M reactions from USPTO patents (1976-2016). The task is: Predict the product of the given reaction. Given the reactants [CH:1]([C@H:14]1[CH2:20][C@H:19]2[C@H:17]([O:18]2)[CH2:16][O:15]1)([C:8]1[CH:13]=[CH:12][CH:11]=[CH:10][CH:9]=1)[C:2]1[CH:7]=[CH:6][CH:5]=[CH:4][CH:3]=1.[CH3:21][O:22][C:23]1[CH:30]=[CH:29][C:26]([CH2:27][NH2:28])=[CH:25][CH:24]=1, predict the reaction product. The product is: [CH:1]([C@H:14]1[CH2:20][C@H:19]([OH:18])[C@@H:17]([NH:28][CH2:27][C:26]2[CH:29]=[CH:30][C:23]([O:22][CH3:21])=[CH:24][CH:25]=2)[CH2:16][O:15]1)([C:8]1[CH:13]=[CH:12][CH:11]=[CH:10][CH:9]=1)[C:2]1[CH:3]=[CH:4][CH:5]=[CH:6][CH:7]=1.